This data is from Full USPTO retrosynthesis dataset with 1.9M reactions from patents (1976-2016). The task is: Predict the reactants needed to synthesize the given product. (1) Given the product [CH3:9][N:6]1[CH2:7][CH2:8][CH:3]([CH:2]([C:16]2[CH:21]=[CH:20][CH:19]=[CH:18][CH:17]=2)[NH2:1])[CH2:4][CH2:5]1, predict the reactants needed to synthesize it. The reactants are: [NH2:1][CH:2]([C:16]1[CH:21]=[CH:20][CH:19]=[CH:18][CH:17]=1)[CH:3]1[CH2:8][CH2:7][N:6]([C:9](OC(C)(C)C)=O)[CH2:5][CH2:4]1.[H-].[H-].[H-].[H-].[Li+].[Al+3]. (2) Given the product [Br:1][C:2]1[CH:3]=[C:4]2[N:5]([CH:6]=1)[CH:10]=[CH:11][C:12]([C:13]([O:15][CH2:16][CH3:17])=[O:14])=[CH:7]2, predict the reactants needed to synthesize it. The reactants are: [Br:1][C:2]1[CH:3]=[C:4]([CH:7]=O)[NH:5][CH:6]=1.Br[CH2:10]/[CH:11]=[CH:12]/[C:13]([O:15][CH2:16][CH3:17])=[O:14].C(=O)([O-])[O-].[K+].[K+]. (3) Given the product [OH:4][C:3]1[CH:5]=[CH:6][CH:7]=[CH:8][C:2]=1/[CH:1]=[N+:13](\[O-:14])/[CH:10]([CH3:12])[CH3:11], predict the reactants needed to synthesize it. The reactants are: [CH:1](=O)[C:2]1[C:3](=[CH:5][CH:6]=[CH:7][CH:8]=1)[OH:4].[CH:10]([NH:13][OH:14])([CH3:12])[CH3:11]. (4) Given the product [OH:5][C:4]1[CH:3]=[C:2]([CH:10]=[C:8]([OH:9])[C:6]=1[OH:7])[C:1]([O:12][C:16]1[C:17]2[C:22](=[CH:21][CH:20]=[CH:19][CH:18]=2)[C:13]([O:24][C:1](=[O:11])[C:2]2[CH:10]=[C:8]([OH:9])[C:6]([OH:7])=[C:4]([OH:5])[CH:3]=2)=[CH:14][CH:15]=1)=[O:11], predict the reactants needed to synthesize it. The reactants are: [C:1]([OH:12])(=[O:11])[C:2]1[CH:10]=[C:8]([OH:9])[C:6]([OH:7])=[C:4]([OH:5])[CH:3]=1.[C:13]1([OH:24])[C:22]2[C:17](=[CH:18][CH:19]=[CH:20][CH:21]=2)[C:16](O)=[CH:15][CH:14]=1. (5) Given the product [O:14]=[C:5]1[C:6]2[C:7](=[CH:10][CH:11]=[CH:12][CH:13]=2)[C:8](=[O:9])[N:4]1[CH2:3][CH:2]=[O:1], predict the reactants needed to synthesize it. The reactants are: [OH:1][CH2:2][CH2:3][N:4]1[C:8](=[O:9])[C:7]2=[CH:10][CH:11]=[CH:12][CH:13]=[C:6]2[C:5]1=[O:14].C(N(CC)CC)C.S(=O)(=O)=O.N1C=CC=CC=1.C(O)(=O)CC(CC(O)=O)(C(O)=O)O. (6) The reactants are: [NH2:1][C@@H:2]([CH2:5][N:6]([C:10]1[CH:15]=[CH:14][C:13]([CH2:16][C:17]2[CH:22]=[CH:21][CH:20]=[CH:19][CH:18]=2)=[CH:12][CH:11]=1)[CH:7]([CH3:9])C)[CH2:3][OH:4].[N:23]#[C:24]Br. Given the product [CH2:16]([C:13]1[CH:14]=[CH:15][C:10]([N:6]([CH2:5][CH:2]2[CH2:3][O:4][C:24]([NH2:23])=[N:1]2)[CH2:7][CH3:9])=[CH:11][CH:12]=1)[C:17]1[CH:22]=[CH:21][CH:20]=[CH:19][CH:18]=1, predict the reactants needed to synthesize it.